Dataset: Reaction yield outcomes from USPTO patents with 853,638 reactions. Task: Predict the reaction yield, written as a fraction of the theoretical maximum amount of product (1.0 means a 100% yield; for example, 0.34 means a 34% yield). (1) The reactants are [N:1]([CH2:4][CH:5]1[O:9][C:8](=[O:10])[N:7]([C:11]2[CH:16]=[CH:15][C:14]([N:17]3[CH:21]=[C:20]([CH2:22][N:23]4[CH:27]=[CH:26][N:25]=[CH:24]4)[N:19]=[CH:18]3)=[C:13]([F:28])[CH:12]=2)[CH2:6]1)=[N+]=[N-].C1(P(C2C=CC=CC=2)C2C=CC=CC=2)C=CC=CC=1.O. The catalyst is O1CCCC1. The product is [NH2:1][CH2:4][CH:5]1[O:9][C:8](=[O:10])[N:7]([C:11]2[CH:16]=[CH:15][C:14]([N:17]3[CH:21]=[C:20]([CH2:22][N:23]4[CH:27]=[CH:26][N:25]=[CH:24]4)[N:19]=[CH:18]3)=[C:13]([F:28])[CH:12]=2)[CH2:6]1. The yield is 1.00. (2) The reactants are [Br:1][C:2]1[C:3](F)=[C:4]2[C:10]([NH:11][C:12](=[O:14])[CH3:13])=[CH:9][NH:8][C:5]2=[N:6][CH:7]=1.CCN(C(C)C)C(C)C.[NH:25]1[CH2:29][CH2:28][C@H:27]([NH:30][C:31](=[O:37])[O:32][C:33]([CH3:36])([CH3:35])[CH3:34])[CH2:26]1. The catalyst is CCCCO. The product is [C:12]([NH:11][C:10]1[C:4]2[C:5](=[N:6][CH:7]=[C:2]([Br:1])[C:3]=2[N:25]2[CH2:29][CH2:28][C@H:27]([NH:30][C:31](=[O:37])[O:32][C:33]([CH3:35])([CH3:34])[CH3:36])[CH2:26]2)[NH:8][CH:9]=1)(=[O:14])[CH3:13]. The yield is 0.780. (3) The reactants are [Br:1][C:2]1[CH:3]=[C:4]([S:8]([N:11]2[C:15]([C:16]3[CH:21]=[CH:20][CH:19]=[CH:18][CH:17]=3)=[CH:14][C:13]([CH2:22][N:23](C)[C:24](=O)OC(C)(C)C)=[CH:12]2)(=[O:10])=[O:9])[CH:5]=[N:6][CH:7]=1.C(OCC)(=O)C.[ClH:38]. The catalyst is C(O)C. The product is [ClH:38].[Br:1][C:2]1[CH:3]=[C:4]([S:8]([N:11]2[C:15]([C:16]3[CH:21]=[CH:20][CH:19]=[CH:18][CH:17]=3)=[CH:14][C:13]([CH2:22][NH:23][CH3:24])=[CH:12]2)(=[O:9])=[O:10])[CH:5]=[N:6][CH:7]=1. The yield is 0.490. (4) The reactants are [C:1]1([N:7]2[CH:11]=[C:10]([C:12]([O:14]CC)=O)[C:9]([C:17]([F:20])([F:19])[F:18])=[N:8]2)[CH:6]=[CH:5][CH:4]=[CH:3][CH:2]=1.[CH2:21]([NH2:24])[CH2:22][NH2:23]. No catalyst specified. The product is [NH2:23][CH2:22][CH2:21][NH:24][C:12]([C:10]1[C:9]([C:17]([F:18])([F:19])[F:20])=[N:8][N:7]([C:1]2[CH:2]=[CH:3][CH:4]=[CH:5][CH:6]=2)[CH:11]=1)=[O:14]. The yield is 0.990. (5) The reactants are [C:1]([CH2:4][CH2:5][C:6]1[C:18]([CH2:19][CH2:20][CH2:21][CH2:22][CH2:23][CH2:24][O:25][C:26]2[CH:27]=[C:28]([C:37]3[CH:42]=[CH:41][C:40](F)=[C:39](F)[CH:38]=3)[CH:29]=[C:30]([C:32](=[O:36])[N:33](C)[CH3:34])[CH:31]=2)=[CH:17][CH:16]=[CH:15][C:7]=1[O:8][CH2:9][CH2:10][CH2:11][C:12]([OH:14])=[O:13])([OH:3])=[O:2].C(OC(=O)CCCOC1C=CC=C(CCCCCCOC2C=C(C3C=CC=CC=3)C=C(C(=O)NC[C:75]3[CH:80]=[CH:79][CH:78]=[CH:77][C:76]=3[O:81][CH:82]([F:84])[F:83])C=2)C=1CCC(=O)NOCC)C.[OH-].[Na+]. The catalyst is C1COCC1.CCO. The product is [C:1]([CH2:4][CH2:5][C:6]1[C:18]([CH2:19][CH2:20][CH2:21][CH2:22][CH2:23][CH2:24][O:25][C:26]2[CH:27]=[C:28]([C:37]3[CH:42]=[CH:41][CH:40]=[CH:39][CH:38]=3)[CH:29]=[C:30]([C:32](=[O:36])[NH:33][CH2:34][C:75]3[CH:80]=[CH:79][CH:78]=[CH:77][C:76]=3[O:81][CH:82]([F:84])[F:83])[CH:31]=2)=[CH:17][CH:16]=[CH:15][C:7]=1[O:8][CH2:9][CH2:10][CH2:11][C:12]([OH:14])=[O:13])([OH:3])=[O:2]. The yield is 0.800. (6) The reactants are [CH2:1]([O:3][C:4]1[C:13]2[C:8](=[CH:9][C:10]([O:32]C)=[C:11]([C:14]3[N:19]=[N:18][C:17]([N:20]([CH3:31])[CH:21]4[CH2:26][C:25]([CH3:28])([CH3:27])[NH:24][C:23]([CH3:30])([CH3:29])[CH2:22]4)=[CH:16][CH:15]=3)[CH:12]=2)[CH:7]=[CH:6][N:5]=1)[CH3:2].B(Br)(Br)Br. No catalyst specified. The product is [CH2:1]([O:3][C:4]1[C:13]2[C:8](=[CH:9][C:10]([OH:32])=[C:11]([C:14]3[N:19]=[N:18][C:17]([N:20]([CH3:31])[CH:21]4[CH2:26][C:25]([CH3:27])([CH3:28])[NH:24][C:23]([CH3:30])([CH3:29])[CH2:22]4)=[CH:16][CH:15]=3)[CH:12]=2)[CH:7]=[CH:6][N:5]=1)[CH3:2]. The yield is 0.100. (7) The reactants are [NH:1]1[C:9]2[C:4](=[CH:5][CH:6]=[CH:7][CH:8]=2)[C:3]2([CH2:14][CH2:13][CH2:12][CH2:11][CH2:10]2)[C:2]1=[O:15].C([O-])(=O)C.[Na+].[Br:21]Br. The catalyst is C(O)(=O)C. The yield is 0.670. The product is [Br:21][C:6]1[CH:5]=[C:4]2[C:9](=[CH:8][CH:7]=1)[NH:1][C:2](=[O:15])[C:3]12[CH2:14][CH2:13][CH2:12][CH2:11][CH2:10]1. (8) The reactants are [NH2:1][C:2]1[CH2:7][CH2:6][CH2:5][C:4](=[O:8])[C:3]=1[CH3:9].C(=O)([O-])[O-].[Na+].[Na+].[I:16]I.S([O-])([O-])=O.[Na+].[Na+].S([O-])([O-])=O. The catalyst is C1COCC1.CO. The product is [NH2:1][C:2]1[CH2:7][CH2:6][CH:5]([I:16])[C:4](=[O:8])[C:3]=1[CH3:9]. The yield is 0.650. (9) The reactants are Br[C:2]1[CH:10]=[CH:9][C:8]2[C:4](=[CH:5][N:6]([CH3:11])[N:7]=2)[C:3]=1[CH:12]1[CH2:14][CH:13]1[CH2:15][NH:16][C:17](=[O:19])[CH3:18].[CH3:20]B(O)O.C1(P(C2CCCCC2)C2C=CC=CC=2C2C(C(C)C)=CC(C(C)C)=CC=2C(C)C)CCCCC1.C(=O)([O-])[O-].[K+].[K+]. The catalyst is C(OCC)(=O)C.C1C=CC(/C=C/C(/C=C/C2C=CC=CC=2)=O)=CC=1.C1C=CC(/C=C/C(/C=C/C2C=CC=CC=2)=O)=CC=1.C1C=CC(/C=C/C(/C=C/C2C=CC=CC=2)=O)=CC=1.[Pd].[Pd].CN(C)C=O. The product is [CH3:11][N:6]1[CH:5]=[C:4]2[C:8]([CH:9]=[CH:10][C:2]([CH3:20])=[C:3]2[CH:12]2[CH2:14][CH:13]2[CH2:15][NH:16][C:17](=[O:19])[CH3:18])=[N:7]1. The yield is 0.330.